Dataset: Full USPTO retrosynthesis dataset with 1.9M reactions from patents (1976-2016). Task: Predict the reactants needed to synthesize the given product. Given the product [Cl:1][C:2]1[CH:10]=[CH:9][C:8]2[N:7]([CH2:26][CH2:25][C:22]3[CH:21]=[N:20][C:19]([C:18]([F:28])([F:17])[F:27])=[CH:24][CH:23]=3)[C:6]3[CH2:11][CH:12]([CH3:16])[N:13]([CH3:15])[CH2:14][C:5]=3[C:4]=2[CH:3]=1, predict the reactants needed to synthesize it. The reactants are: [Cl:1][C:2]1[CH:10]=[CH:9][C:8]2[NH:7][C:6]3[CH2:11][CH:12]([CH3:16])[N:13]([CH3:15])[CH2:14][C:5]=3[C:4]=2[CH:3]=1.[F:17][C:18]([F:28])([F:27])[C:19]1[CH:24]=[CH:23][C:22]([CH:25]=[CH2:26])=[CH:21][N:20]=1.[OH-].[K+].